From a dataset of Full USPTO retrosynthesis dataset with 1.9M reactions from patents (1976-2016). Predict the reactants needed to synthesize the given product. (1) Given the product [F:1][C:2]1[CH:3]=[N:4][C:5]2[C:10]([C:11]=1[CH2:12][CH2:13][N:14]1[CH2:19][CH2:18][NH:17][CH:16]([CH2:20][NH:21][CH2:42][C:40]3[CH:39]=[CH:38][C:35]4[S:36][CH2:37][C:32](=[O:31])[NH:33][C:34]=4[N:41]=3)[CH2:15]1)=[N:9][C:8]([O:22][CH3:23])=[CH:7][CH:6]=2, predict the reactants needed to synthesize it. The reactants are: [F:1][C:2]1[CH:3]=[N:4][C:5]2[C:10]([C:11]=1[CH2:12][CH2:13][N:14]1[CH2:19][CH2:18][NH:17][CH:16]([CH2:20][NH2:21])[CH2:15]1)=[N:9][C:8]([O:22][CH3:23])=[CH:7][CH:6]=2.[O-]S([O-])(=O)=O.[Na+].[Na+].[O:31]=[C:32]1[CH2:37][S:36][C:35]2[CH:38]=[CH:39][C:40]([CH:42]=O)=[N:41][C:34]=2[NH:33]1.[BH4-].[Na+]. (2) The reactants are: C([Sn](CCCC)(CCCC)[C:6]1[CH:11]=[CH:10][C:9]([CH:12]=[CH:13][C:14]([C:16]2[CH:21]=[CH:20][C:19]([NH2:22])=[CH:18][CH:17]=2)=[O:15])=[CH:8][CH:7]=1)CCC.[I:31]I.S([O-])([O-])=O.[Na+].[Na+]. Given the product [I:31][C:6]1[CH:11]=[CH:10][C:9]([CH:12]=[CH:13][C:14]([C:16]2[CH:21]=[CH:20][C:19]([NH2:22])=[CH:18][CH:17]=2)=[O:15])=[CH:8][CH:7]=1, predict the reactants needed to synthesize it.